This data is from Full USPTO retrosynthesis dataset with 1.9M reactions from patents (1976-2016). The task is: Predict the reactants needed to synthesize the given product. (1) Given the product [CH3:38][C:37]1[CH:36]=[C:35]([CH3:39])[NH:34][C:33](=[O:40])[C:32]=1[CH2:31][NH:30][C:25]([C:22]1[C:21]([CH3:28])=[C:20]([N:15]2[CH2:16][CH2:17][CH2:18][CH2:19][CH:14]2[CH:11]2[CH2:12][CH2:13][N:8]([C:6]([O:5][C:1]([CH3:2])([CH3:3])[CH3:4])=[O:7])[CH2:9][CH2:10]2)[S:24][CH:23]=1)=[O:27], predict the reactants needed to synthesize it. The reactants are: [C:1]([O:5][C:6]([N:8]1[CH2:13][CH2:12][CH:11]([CH:14]2[CH2:19][CH2:18][CH2:17][CH2:16][N:15]2[C:20]2[S:24][CH:23]=[C:22]([C:25]([OH:27])=O)[C:21]=2[CH3:28])[CH2:10][CH2:9]1)=[O:7])([CH3:4])([CH3:3])[CH3:2].Cl.[NH2:30][CH2:31][C:32]1[C:33](=[O:40])[NH:34][C:35]([CH3:39])=[CH:36][C:37]=1[CH3:38].CN1CCOCC1.C(Cl)CCl.C1C=NC2N(O)N=NC=2C=1. (2) Given the product [Br:3][C:4]1[CH:5]=[C:6]2[C:10](=[C:11]([C:13]([OH:15])=[O:14])[CH:12]=1)[NH:9][CH:8]=[C:7]2[CH2:18][CH:19]1[CH2:23][CH2:22][S:21](=[O:24])(=[O:25])[CH2:20]1, predict the reactants needed to synthesize it. The reactants are: [OH-].[Li+].[Br:3][C:4]1[CH:5]=[C:6]2[C:10](=[C:11]([C:13]([O:15]CC)=[O:14])[CH:12]=1)[NH:9][CH:8]=[C:7]2[CH2:18][CH:19]1[CH2:23][CH2:22][S:21](=[O:25])(=[O:24])[CH2:20]1.